Dataset: Reaction yield outcomes from USPTO patents with 853,638 reactions. Task: Predict the reaction yield, written as a fraction of the theoretical maximum amount of product (1.0 means a 100% yield; for example, 0.34 means a 34% yield). (1) The reactants are S(=O)(=O)(O)O.[CH2:6]([N:8]1[C:12]2[N:13]=[N:14][CH:15]=[C:16]([C:17]3[CH:22]=[CH:21][C:20]([F:23])=[CH:19][CH:18]=3)[C:11]=2[N:10]=[CH:9]1)[CH3:7].[Br:24]N1C(C)(C)C(=O)N(Br)C1=O.S(=O)(O)[O-].[Na+].[OH-].[Na+]. The catalyst is CCOC(C)=O. The product is [Br:24][C:19]1[CH:18]=[C:17]([C:16]2[C:11]3[N:10]=[CH:9][N:8]([CH2:6][CH3:7])[C:12]=3[N:13]=[N:14][CH:15]=2)[CH:22]=[CH:21][C:20]=1[F:23]. The yield is 0.410. (2) The reactants are Br[C:2]1[CH:3]=[C:4]([O:10][C:11]2[C:12]([F:28])=[C:13]([CH2:18][NH:19][C:20]([C:22]3[NH:26][CH:25]=[N:24][C:23]=3[Cl:27])=[O:21])[CH:14]=[CH:15][C:16]=2[Cl:17])[CH:5]=[C:6]([C:8]#[N:9])[CH:7]=1.[CH:29]1([C:32]#[CH:33])[CH2:31][CH2:30]1. The catalyst is C1COCC1.[Cu]I. The product is [Cl:27][C:23]1[N:24]=[CH:25][NH:26][C:22]=1[C:20]([NH:19][CH2:18][C:13]1[CH:14]=[CH:15][C:16]([Cl:17])=[C:11]([O:10][C:4]2[CH:3]=[C:2]([C:33]#[C:32][CH:29]3[CH2:31][CH2:30]3)[CH:7]=[C:6]([C:8]#[N:9])[CH:5]=2)[C:12]=1[F:28])=[O:21]. The yield is 0.520. (3) The reactants are C([O:3][CH:4](OCC)[CH2:5][CH2:6][CH2:7][NH:8][C:9]([O:11][CH2:12][CH:13]1[C:25]2[C:20](=[CH:21][CH:22]=[CH:23][CH:24]=2)[C:19]2[C:14]1=[CH:15][CH:16]=[CH:17][CH:18]=2)=[O:10])C.Cl. The catalyst is O1CCOCC1. The product is [C:9]([NH:8][CH2:7][CH2:6][CH2:5][CH:4]=[O:3])([O:11][CH2:12][CH:13]1[C:25]2[C:20](=[CH:21][CH:22]=[CH:23][CH:24]=2)[C:19]2[C:14]1=[CH:15][CH:16]=[CH:17][CH:18]=2)=[O:10]. The yield is 0.900. (4) The reactants are [CH2:1]([O:8][C:9]([N:11]1[CH2:15][CH2:14][CH2:13][C@H:12]1[C:16](Cl)=[O:17])=[O:10])[C:2]1[CH:7]=[CH:6][CH:5]=[CH:4][CH:3]=1.[NH:19]1[C:27]2[C:22](=[CH:23][CH:24]=[CH:25][CH:26]=2)[CH2:21][CH2:20]1.N1C=CC=CC=1. The catalyst is ClCCl. The product is [CH2:1]([O:8][C:9]([N:11]1[CH2:15][CH2:14][CH2:13][C@H:12]1[C:16]([N:19]1[C:27]2[C:22](=[CH:23][CH:24]=[CH:25][CH:26]=2)[CH2:21][CH2:20]1)=[O:17])=[O:10])[C:2]1[CH:7]=[CH:6][CH:5]=[CH:4][CH:3]=1. The yield is 0.860.